This data is from Full USPTO retrosynthesis dataset with 1.9M reactions from patents (1976-2016). The task is: Predict the reactants needed to synthesize the given product. (1) Given the product [O:16]1[CH:17]=[CH:18][CH:14]=[C:15]1[C:19]([O:21][CH2:22][CH3:23])=[O:20], predict the reactants needed to synthesize it. The reactants are: CC1C=CN=CC=1.N1C=CC([C:14]2[CH:18]=[CH:17][O:16][C:15]=2[C:19]([O:21][CH2:22][CH3:23])=[O:20])=CC=1. (2) Given the product [Br:6][C:7]1[C:8]([OH:15])=[C:9]([CH:10]=[C:11]([S:13][CH3:14])[CH:12]=1)[CH:17]=[O:18], predict the reactants needed to synthesize it. The reactants are: C=O.[Cl-].[Mg+2].[Cl-].[Br:6][C:7]1[CH:12]=[C:11]([S:13][CH3:14])[CH:10]=[CH:9][C:8]=1[OH:15].C[CH2:17][O:18]CC. (3) Given the product [CH3:23][C:24]1[C:29]([C:30]([N:32]2[CH2:37][CH2:36][CH:35]([N:38]3[CH2:39][CH2:40][CH2:41][C@H:42]3[CH2:65][O:66][C:67](=[O:74])[C:68]3[CH:73]=[CH:72][CH:71]=[CH:70][CH:69]=3)[CH2:34][CH2:33]2)=[O:31])=[C:28]([CH3:43])[CH:27]=[C:26]([C:44]2[CH:49]=[CH:48][CH:47]=[C:46]([C:50]([F:53])([F:52])[F:51])[CH:45]=2)[N:25]=1, predict the reactants needed to synthesize it. The reactants are: BrC1C=C(C)C(C(N2CCC(N3CCCC3)CC2)=O)=C(C)C=1.[CH3:23][C:24]1[C:29]([C:30]([N:32]2[CH2:37][CH2:36][CH:35]([N:38]3[CH2:42][CH2:41][CH2:40][CH2:39]3)[CH2:34][CH2:33]2)=[O:31])=[C:28]([CH3:43])[CH:27]=[C:26]([C:44]2[CH:49]=[CH:48][CH:47]=[C:46]([C:50]([F:53])([F:52])[F:51])[CH:45]=2)[N:25]=1.N1CCC(N2CCC[C@H]2[CH2:65][O:66][C:67](=[O:74])[C:68]2[CH:73]=[CH:72][CH:71]=[CH:70][CH:69]=2)CC1. (4) Given the product [N:15]([CH2:2][C@@H:3]1[CH2:8][CH2:7][C@H:6]([C:9]2[CH:14]=[CH:13][CH:12]=[CH:11][CH:10]=2)[CH2:5][CH2:4]1)=[N+:16]=[N-:17], predict the reactants needed to synthesize it. The reactants are: I[CH2:2][C@@H:3]1[CH2:8][CH2:7][C@H:6]([C:9]2[CH:14]=[CH:13][CH:12]=[CH:11][CH:10]=2)[CH2:5][CH2:4]1.[N-:15]=[N+:16]=[N-:17].[Na+]. (5) Given the product [Cl:16][C:17]1[CH:18]=[C:19]([NH:32][C:33]2[C:34]3[S:41][C:40]([C:42]#[C:43][C:2]4[O:6][C:5]([CH:7]=[O:8])=[CH:4][CH:3]=4)=[CH:39][C:35]=3[N:36]=[CH:37][N:38]=2)[CH:20]=[CH:21][C:22]=1[O:23][CH2:24][C:25]1[CH:30]=[CH:29][CH:28]=[C:27]([F:31])[CH:26]=1, predict the reactants needed to synthesize it. The reactants are: Br[C:2]1[O:6][C:5]([CH:7]=[O:8])=[CH:4][CH:3]=1.C(N(CC)CC)C.[Cl:16][C:17]1[CH:18]=[C:19]([NH:32][C:33]2[C:34]3[S:41][C:40]([C:42]#[CH:43])=[CH:39][C:35]=3[N:36]=[CH:37][N:38]=2)[CH:20]=[CH:21][C:22]=1[O:23][CH2:24][C:25]1[CH:30]=[CH:29][CH:28]=[C:27]([F:31])[CH:26]=1. (6) Given the product [F:21][C:22]([F:27])([F:26])[C:23]([OH:25])=[O:24].[S:1]1[C:5]2[CH:6]=[C:7]([C:10]([NH:12][NH2:13])=[O:11])[CH:8]=[CH:9][C:4]=2[N:3]=[CH:2]1, predict the reactants needed to synthesize it. The reactants are: [S:1]1[C:5]2[CH:6]=[C:7]([C:10]([NH:12][NH:13]C(OC(C)(C)C)=O)=[O:11])[CH:8]=[CH:9][C:4]=2[N:3]=[CH:2]1.[F:21][C:22]([F:27])([F:26])[C:23]([OH:25])=[O:24]. (7) Given the product [Cl:21][C:22]1[N:23]=[C:24]([NH2:29])[N:25]=[C:26]([NH:5][C:4]2[CH:6]=[C:7]([F:20])[C:8]([O:9][C:10]3[CH:15]=[CH:14][N:13]=[C:12]4[NH:16][CH:17]=[C:18]([Cl:19])[C:11]=34)=[C:2]([F:1])[CH:3]=2)[CH:27]=1, predict the reactants needed to synthesize it. The reactants are: [F:1][C:2]1[CH:3]=[C:4]([CH:6]=[C:7]([F:20])[C:8]=1[O:9][C:10]1[CH:15]=[CH:14][N:13]=[C:12]2[NH:16][CH:17]=[C:18]([Cl:19])[C:11]=12)[NH2:5].[Cl:21][C:22]1[CH:27]=[C:26](Cl)[N:25]=[C:24]([NH2:29])[N:23]=1.Cl.[OH-].[Na+].